Task: Predict the reactants needed to synthesize the given product.. Dataset: Full USPTO retrosynthesis dataset with 1.9M reactions from patents (1976-2016) Given the product [CH3:22][C:21]1[C:16]([N:13]2[CH2:14][CH2:15][N:10]([C:8]([C:5]3[CH:4]=[CH:3][C:2]([N:26]4[C@H:25]([CH3:24])[CH2:29][O:28][C:27]4=[O:30])=[N:7][CH:6]=3)=[O:9])[CH2:11][CH2:12]2)=[N:17][CH:18]=[C:19]([CH3:23])[CH:20]=1, predict the reactants needed to synthesize it. The reactants are: Br[C:2]1[N:7]=[CH:6][C:5]([C:8]([N:10]2[CH2:15][CH2:14][N:13]([C:16]3[C:21]([CH3:22])=[CH:20][C:19]([CH3:23])=[CH:18][N:17]=3)[CH2:12][CH2:11]2)=[O:9])=[CH:4][CH:3]=1.[CH3:24][C@@H:25]1[CH2:29][O:28][C:27](=[O:30])[NH:26]1.